This data is from Peptide-MHC class II binding affinity with 134,281 pairs from IEDB. The task is: Regression. Given a peptide amino acid sequence and an MHC pseudo amino acid sequence, predict their binding affinity value. This is MHC class II binding data. The peptide sequence is IGEGKVTLRIRNVRF. The MHC is HLA-DPA10301-DPB10402 with pseudo-sequence HLA-DPA10301-DPB10402. The binding affinity (normalized) is 0.433.